This data is from Catalyst prediction with 721,799 reactions and 888 catalyst types from USPTO. The task is: Predict which catalyst facilitates the given reaction. (1) The catalyst class is: 1. Reactant: [H-].[H-].[H-].[H-].[Li+].[Al+3].[CH2:7]([CH:11]1[NH:16][C:15](=O)[CH2:14][C:13](=[O:18])[CH2:12]1)[CH:8]([CH3:10])[CH3:9]. Product: [CH2:7]([CH:11]1[CH2:12][CH:13]([OH:18])[CH2:14][CH2:15][NH:16]1)[CH:8]([CH3:10])[CH3:9]. (2) Reactant: [F:1][C:2]1([F:14])[O:6][C:5]2[CH:7]=[CH:8][CH:9]=[C:10]([B:11]([OH:13])[OH:12])[C:4]=2[O:3]1.[CH2:15]1CCCCC1.CI. Product: [F:14][C:2]1([F:1])[O:6][C:5]2[C:7]([CH3:15])=[CH:8][CH:9]=[C:10]([B:11]([OH:13])[OH:12])[C:4]=2[O:3]1. The catalyst class is: 1. (3) Reactant: [C:1]1([CH2:7][O:8][C:9]([C:11]2([NH2:17])[CH2:16][CH2:15][CH2:14][CH2:13][CH2:12]2)=[O:10])[CH:6]=[CH:5][CH:4]=[CH:3][CH:2]=1.[C:18](OC(OC(C)(C)C)=O)(OC(C)(C)C)=[O:19].C(N(CC)CC)C.[C:40]1([N:46]2[CH2:51][CH2:50][NH:49][CH2:48][CH2:47]2)[CH:45]=[CH:44][CH:43]=[CH:42][CH:41]=1. Product: [C:1]1([CH2:7][O:8][C:9]([C:11]2([NH:17][C:18]([N:49]3[CH2:50][CH2:51][N:46]([C:40]4[CH:45]=[CH:44][CH:43]=[CH:42][CH:41]=4)[CH2:47][CH2:48]3)=[O:19])[CH2:12][CH2:13][CH2:14][CH2:15][CH2:16]2)=[O:10])[CH:2]=[CH:3][CH:4]=[CH:5][CH:6]=1. The catalyst class is: 2. (4) Reactant: [Cl:1][C:2]1[C:7]([Cl:8])=[CH:6][CH:5]=[CH:4][C:3]=1[C:9]1[CH:10]=[C:11]([CH:15]2[CH2:17][CH:16]2C(OC)=O)[CH:12]=[N:13][CH:14]=1.[OH-].[Na+].C1(OP(N=[N+]=[N-])([O:33][C:34]2C=CC=CC=2)=O)C=CC=CC=1.C([N:45](CC)CC)C.[CH2:50]([OH:57])[C:51]1[CH:56]=[CH:55][CH:54]=[CH:53][CH:52]=1.C([O-])(O)=O.[Na+]. Product: [Cl:1][C:2]1[C:7]([Cl:8])=[CH:6][CH:5]=[CH:4][C:3]=1[C:9]1[CH:10]=[C:11]([CH:15]2[CH2:17][CH:16]2[NH:45][C:34](=[O:33])[O:57][CH2:50][C:51]2[CH:56]=[CH:55][CH:54]=[CH:53][CH:52]=2)[CH:12]=[N:13][CH:14]=1. The catalyst class is: 5. (5) Reactant: I[CH:2]([CH3:4])[CH3:3].[O:5]1[C:9]2[CH:10]=[CH:11][CH:12]=[CH:13][C:8]=2[N:7]=[C:6]1[C:14]1[C:15]([NH2:31])=[N:16][CH:17]=[C:18]([C:20]2[CH:21]=[N:22][N:23]([CH:25]3[CH2:30][CH2:29][NH:28][CH2:27][CH2:26]3)[CH:24]=2)[CH:19]=1.C(N(CC)CC)C. Product: [O:5]1[C:9]2[CH:10]=[CH:11][CH:12]=[CH:13][C:8]=2[N:7]=[C:6]1[C:14]1[C:15]([NH2:31])=[N:16][CH:17]=[C:18]([C:20]2[CH:21]=[N:22][N:23]([CH:25]3[CH2:26][CH2:27][N:28]([CH:2]([CH3:4])[CH3:3])[CH2:29][CH2:30]3)[CH:24]=2)[CH:19]=1. The catalyst class is: 44. (6) Reactant: C(C1C=C([NH:9][C:10]2[C:15]([C:16]#[C:17][Si](C)(C)C)=[CH:14][CH:13]=[CH:12][CH:11]=2)C=CC=1)#C.CO. Product: [C:16]([C:15]1[CH:14]=[CH:13][C:12]([C:14]2[CH:13]=[CH:12][CH:11]=[CH:10][C:15]=2[C:16]#[CH:17])=[CH:11][C:10]=1[NH2:9])#[CH:17]. The catalyst class is: 2. (7) Reactant: [CH2:1]([O:8][CH2:9][CH2:10][OH:11])[C:2]1[CH:7]=[CH:6][CH:5]=[CH:4][CH:3]=1.[H-].[Na+].Cl[CH2:15][C:16]([OH:18])=[O:17]. Product: [CH2:1]([O:8][CH2:9][CH2:10][O:11][CH2:15][C:16]([OH:18])=[O:17])[C:2]1[CH:7]=[CH:6][CH:5]=[CH:4][CH:3]=1. The catalyst class is: 9. (8) Reactant: [CH2:1]([O:8][C:9]1[CH:14]=[CH:13][C:12]([C:15]2[CH:19]=[C:18]([CH2:20][OH:21])[O:17][N:16]=2)=[CH:11][CH:10]=1)[C:2]1[CH:7]=[CH:6][CH:5]=[CH:4][CH:3]=1.[C:22](N1C=CN=C1)([N:24]1C=CN=[CH:25]1)=[O:23].CN. Product: [CH2:1]([O:8][C:9]1[CH:14]=[CH:13][C:12]([C:15]2[CH:19]=[C:18]([CH2:20][O:21][C:22](=[O:23])[NH:24][CH3:25])[O:17][N:16]=2)=[CH:11][CH:10]=1)[C:2]1[CH:7]=[CH:6][CH:5]=[CH:4][CH:3]=1. The catalyst class is: 1. (9) Reactant: O([CH:8]=[CH:9][C:10](=[N:18][C:19]1[CH:24]=[CH:23][CH:22]=[CH:21][CH:20]=1)[O:11][C:12]1[CH:17]=[CH:16][CH:15]=[CH:14][CH:13]=1)C1C=CC=CC=1.C1COCC1.[Na].[CH3:31][SH:32]. Product: [CH3:31][S:32][CH:8]=[CH:9][C:10](=[N:18][C:19]1[CH:24]=[CH:23][CH:22]=[CH:21][CH:20]=1)[O:11][C:12]1[CH:17]=[CH:16][CH:15]=[CH:14][CH:13]=1. The catalyst class is: 13.